Task: Predict the reaction yield, written as a fraction of the theoretical maximum amount of product (1.0 means a 100% yield; for example, 0.34 means a 34% yield).. Dataset: Reaction yield outcomes from USPTO patents with 853,638 reactions (1) The reactants are BrC1C2[NH:23][C:4](=[C:5]([C:35]3[C:40]([CH3:41])=[CH:39][C:38]([CH3:42])=[CH:37][C:36]=3[CH3:43])[C:6]3[CH:7]=[CH:8][C:9]([N:34]=3)=[C:10]([C:27]3[CH:32]=[CH:31][C:30]([CH3:33])=[CH:29][CH:28]=3)[C:11]3[NH:15][C:14]([CH:16]=[C:17]4[N:24]=[C:20](C=2)[CH2:19][C:18]4([CH3:26])[CH3:25])=[CH:13][CH:12]=3)[CH:3]=1.Cl.[CH2:45](Cl)Cl.[CH2:48]1[CH2:52][O:51][CH2:50][CH2:49]1. The catalyst is Cl[Pd](Cl)([P](C1C=CC=CC=1)(C1C=CC=CC=1)C1C=CC=CC=1)[P](C1C=CC=CC=1)(C1C=CC=CC=1)C1C=CC=CC=1. The product is [C:50]([C:49]1[C:48]2[NH:23][C:4](=[C:5]([C:35]3[C:40]([CH3:41])=[CH:39][C:38]([CH3:42])=[CH:37][C:36]=3[CH3:43])[C:6]3[CH:7]=[CH:8][C:9]([N:34]=3)=[C:10]([C:27]3[CH:28]=[CH:29][C:30]([CH3:33])=[CH:31][CH:32]=3)[C:11]3[NH:15][C:14]([CH:16]=[C:17]4[N:24]=[C:20]([CH:52]=2)[CH2:19][C:18]4([CH3:26])[CH3:25])=[CH:13][CH:12]=3)[CH:3]=1)(=[O:51])[CH3:45]. The yield is 0.710. (2) The reactants are C(O/[CH:4]=[C:5]1\[C:6](=O)[C:7]2[C:12]([O:13][C:14]3\1[CH2:19][CH2:18][N:17](C(OC(C)(C)C)=O)[CH2:16][CH2:15]3)=[CH:11][C:10]([F:27])=[CH:9][CH:8]=2)C.[ClH:29].[NH2:30][N:31](C)[C:32](=O)OC(C)(C)C.O1CCOCC1. No catalyst specified. The product is [ClH:29].[ClH:29].[F:27][C:10]1[CH:9]=[CH:8][C:7]2[C:6]3[N:31]([CH3:32])[N:30]=[CH:4][C:5]=3[C:14]3([CH2:19][CH2:18][NH:17][CH2:16][CH2:15]3)[O:13][C:12]=2[CH:11]=1. The yield is 0.670. (3) The reactants are C(Cl)(=O)C(Cl)=O.[CH:7]1([CH2:12][C:13]([OH:15])=O)[CH2:11][CH2:10][CH2:9][CH2:8]1.[F:16][C:17]1[CH:18]=[C:19]([CH:39]=[CH:40][C:41]=1[N:42]1[CH2:47][CH2:46][O:45][CH2:44][CH2:43]1)[NH:20][CH2:21][CH:22]1[CH2:27][CH2:26][N:25]([CH2:28][C:29]2[CH:34]=[CH:33][C:32]([C:35]([F:38])([F:37])[F:36])=[CH:31][CH:30]=2)[CH2:24][CH2:23]1.C(N(CC)CC)C. The catalyst is C(Cl)Cl.CN(C=O)C.C(Cl)Cl. The product is [CH:7]1([CH2:12][C:13]([N:20]([C:19]2[CH:39]=[CH:40][C:41]([N:42]3[CH2:47][CH2:46][O:45][CH2:44][CH2:43]3)=[C:17]([F:16])[CH:18]=2)[CH2:21][CH:22]2[CH2:27][CH2:26][N:25]([CH2:28][C:29]3[CH:34]=[CH:33][C:32]([C:35]([F:37])([F:36])[F:38])=[CH:31][CH:30]=3)[CH2:24][CH2:23]2)=[O:15])[CH2:8][CH2:9][CH2:10][CH2:11]1. The yield is 0.600. (4) The reactants are Br[C:2]1[CH:11]=[CH:10][C:9]([C:12]([NH:14][CH2:15][C:16]([CH3:19])([CH3:18])[CH3:17])=[O:13])=[CH:8][C:3]=1[C:4]([O:6][CH3:7])=[O:5].[CH3:20][C:21]([O:24][C:25]([C:27]1[CH:28]=[C:29]([F:37])[C:30]([CH3:36])=[C:31](B(O)O)[CH:32]=1)=[O:26])([CH3:23])[CH3:22].C(=O)([O-])[O-].[K+].[K+].C(O)(=O)C. The catalyst is O.O1CCOCC1.C1C=CC([P]([Pd]([P](C2C=CC=CC=2)(C2C=CC=CC=2)C2C=CC=CC=2)([P](C2C=CC=CC=2)(C2C=CC=CC=2)C2C=CC=CC=2)[P](C2C=CC=CC=2)(C2C=CC=CC=2)C2C=CC=CC=2)(C2C=CC=CC=2)C2C=CC=CC=2)=CC=1. The product is [CH3:17][C:16]([CH3:19])([CH3:18])[CH2:15][NH:14][C:12]([C:9]1[CH:8]=[C:3]([C:4]([O:6][CH3:7])=[O:5])[C:2]([C:31]2[C:30]([CH3:36])=[C:29]([F:37])[CH:28]=[C:27]([C:25]([O:24][C:21]([CH3:23])([CH3:22])[CH3:20])=[O:26])[CH:32]=2)=[CH:11][CH:10]=1)=[O:13]. The yield is 0.460. (5) The reactants are [NH2:1][C:2]1C=CNN=1.CO[C:9]([C:11]1[CH:16]=[CH:15][CH:14]=[CH:13][N:12]=1)=[O:10]. No catalyst specified. The product is [O:10]=[C:9]([C:11]1[CH:16]=[CH:15][CH:14]=[CH:13][N:12]=1)[C:2]#[N:1]. The yield is 0.690. (6) The reactants are [C:1]([C:3]1[CH:8]=[CH:7][C:6]([CH2:9][CH2:10][NH:11]C(=O)OC(C)(C)C)=[CH:5][CH:4]=1)#[N:2].C(O)(C(F)(F)F)=O. The catalyst is C(Cl)Cl. The product is [C:1]([C:3]1[CH:8]=[CH:7][C:6]([CH2:9][CH2:10][NH2:11])=[CH:5][CH:4]=1)#[N:2]. The yield is 0.950. (7) The reactants are [C:1]1([C:7]2[CH:34]=[CH:33][C:10]3[N:11]=[C:12]([CH2:14][C:15]4[O:19][C:18]([CH2:20][NH:21][S:22]([NH:25]C(=O)OC(C)(C)C)(=[O:24])=[O:23])=[N:17][N:16]=4)[S:13][C:9]=3[CH:8]=2)[CH:6]=[CH:5][CH:4]=[CH:3][CH:2]=1.C(O)(C(F)(F)F)=O. The catalyst is C(Cl)Cl. The product is [C:1]1([C:7]2[CH:34]=[CH:33][C:10]3[N:11]=[C:12]([CH2:14][C:15]4[O:19][C:18]([CH2:20][NH:21][S:22](=[O:23])(=[O:24])[NH2:25])=[N:17][N:16]=4)[S:13][C:9]=3[CH:8]=2)[CH:2]=[CH:3][CH:4]=[CH:5][CH:6]=1. The yield is 0.740. (8) The reactants are [CH3:1][O:2][C:3]1[S:7][C:6]2=[N:8][C:9]([C:11]3[C:19]4[C:14](=[CH:15][CH:16]=[C:17]([O:20][C:21]([F:24])([F:23])[F:22])[CH:18]=4)[NH:13][C:12]=3[C:25]([O:27]C)=O)=[CH:10][N:5]2[N:4]=1.BrC1SC2=NC([C:38]3[C:46]4[C:41](=[CH:42][CH:43]=[C:44](OC(F)(F)F)[CH:45]=4)NC=3C(OCC)=O)=CN2N=1.C[O-].[Na+].C(Cl)[Cl:61].CO. The catalyst is CO. The product is [Cl:61][C:41]1[CH:42]=[CH:43][CH:44]=[CH:45][C:46]=1[CH2:38][N:13]1[C:14]2[C:19](=[CH:18][C:17]([O:20][C:21]([F:24])([F:22])[F:23])=[CH:16][CH:15]=2)[C:11]([C:9]2[N:8]=[C:6]3[N:5]([CH:10]=2)[N:4]=[C:3]([O:2][CH3:1])[S:7]3)=[C:12]1[CH2:25][OH:27]. The yield is 0.380.